This data is from Reaction yield outcomes from USPTO patents with 853,638 reactions. The task is: Predict the reaction yield, written as a fraction of the theoretical maximum amount of product (1.0 means a 100% yield; for example, 0.34 means a 34% yield). The yield is 0.410. The reactants are Br.Br[CH2:3][C:4]1[N:5]=[C:6]2[C:11](=[N:12][CH:13]=1)[N:10]=[C:9]([NH2:14])[N:8]=[C:7]2[NH2:15].Cl.[C:17]([O:21][C:22](=[O:37])[CH:23]([NH2:36])[CH2:24][C:25]1[CH:30]=[CH:29][C:28]([O:31][C:32]([CH3:35])([CH3:34])[CH3:33])=[CH:27][CH:26]=1)([CH3:20])([CH3:19])[CH3:18].C(N(C(C)C)C(C)C)C.C(=O)(O)[O-]. The product is [C:17]([O:21][C:22](=[O:37])[CH:23]([NH:36][CH2:3][C:4]1[N:5]=[C:6]2[C:11](=[N:12][CH:13]=1)[N:10]=[C:9]([NH2:14])[N:8]=[C:7]2[NH2:15])[CH2:24][C:25]1[CH:26]=[CH:27][C:28]([O:31][C:32]([CH3:35])([CH3:34])[CH3:33])=[CH:29][CH:30]=1)([CH3:18])([CH3:20])[CH3:19]. The catalyst is CN(C)C(=O)C.